Predict which catalyst facilitates the given reaction. From a dataset of Catalyst prediction with 721,799 reactions and 888 catalyst types from USPTO. Reactant: [CH:1]([O:4][C:5]([N:7]1[CH2:12][CH2:11][CH:10]([O:13][C:14]2[C:19]([O:20][CH3:21])=[C:18]([O:22][C:23]3[CH:28]=[CH:27][C:26](Br)=[CH:25][C:24]=3[F:30])[N:17]=[CH:16][N:15]=2)[CH2:9][CH2:8]1)=[O:6])([CH3:3])[CH3:2].[CH3:31][S:32]([O-:34])=[O:33].[Na+].CNCCNC. Product: [CH:1]([O:4][C:5]([N:7]1[CH2:12][CH2:11][CH:10]([O:13][C:14]2[C:19]([O:20][CH3:21])=[C:18]([O:22][C:23]3[CH:28]=[CH:27][C:26]([S:32]([CH3:31])(=[O:34])=[O:33])=[CH:25][C:24]=3[F:30])[N:17]=[CH:16][N:15]=2)[CH2:9][CH2:8]1)=[O:6])([CH3:3])[CH3:2]. The catalyst class is: 16.